Dataset: NCI-60 drug combinations with 297,098 pairs across 59 cell lines. Task: Regression. Given two drug SMILES strings and cell line genomic features, predict the synergy score measuring deviation from expected non-interaction effect. Drug 1: C1CC(=O)NC(=O)C1N2CC3=C(C2=O)C=CC=C3N. Drug 2: CC1C(C(CC(O1)OC2CC(CC3=C2C(=C4C(=C3O)C(=O)C5=C(C4=O)C(=CC=C5)OC)O)(C(=O)C)O)N)O.Cl. Cell line: NCI-H322M. Synergy scores: CSS=15.9, Synergy_ZIP=1.01, Synergy_Bliss=3.62, Synergy_Loewe=2.48, Synergy_HSA=3.87.